From a dataset of Forward reaction prediction with 1.9M reactions from USPTO patents (1976-2016). Predict the product of the given reaction. (1) Given the reactants [N:1]1[CH:6]=[CH:5][N:4]=[CH:3][C:2]=1[NH:7][C:8]([NH:10]C(=O)C1C=CC=CC=1)=[S:9], predict the reaction product. The product is: [N:1]1[CH:6]=[CH:5][N:4]=[CH:3][C:2]=1[NH:7][C:8]([NH2:10])=[S:9]. (2) Given the reactants [Cl:1][C:2]1[CH:3]=[CH:4][C:5]([O:17][CH3:18])=[C:6]([C:8]([C:10]2[CH:15]=[CH:14][CH:13]=[CH:12][C:11]=2[F:16])=O)[CH:7]=1.[NH2:19][OH:20].Cl.O, predict the reaction product. The product is: [Cl:1][C:2]1[CH:3]=[CH:4][C:5]([O:17][CH3:18])=[C:6]([C:8]([C:10]2[CH:15]=[CH:14][CH:13]=[CH:12][C:11]=2[F:16])=[N:19][OH:20])[CH:7]=1. (3) Given the reactants P(Br)(Br)Br.O[CH2:6][C:7]1[CH:12]=[C:11]([N:13]=[N:14][C:15]2[CH:20]=[CH:19][C:18]([N+:21]([O-:23])=[O:22])=[CH:17][CH:16]=2)[CH:10]=[CH:9][C:8]=1[OH:24].CC[N:27]([CH2:30][CH3:31])[CH2:28][CH3:29], predict the reaction product. The product is: [N+:21]([C:18]1[CH:19]=[CH:20][C:15]([N:14]=[N:13][C:11]2[CH:10]=[CH:9][C:8]3[O:24][C:30]4([C:31]5[CH:19]=[CH:20][CH:15]=[CH:16][CH:17]=5)[C:11]([CH3:12])([CH3:10])[C:29]5[C:28]([N:27]4[CH2:6][C:7]=3[CH:12]=2)=[CH:9][CH:8]=[CH:7][CH:6]=5)=[CH:16][CH:17]=1)([O-:23])=[O:22]. (4) Given the reactants FC(F)(F)C(O)=O.[CH3:8][O:9][C:10]1[CH:37]=[CH:36][C:13]([CH2:14][N:15]2[CH:19]=[C:18]([C:20]3[CH:21]=[C:22]4[N:27]([C:28]5[CH:29]=[C:30]([CH:32]=[CH:33][C:34]=5[CH3:35])[NH2:31])[CH:26]=[CH:25][N:23]4[N:24]=3)[CH:17]=[N:16]2)=[CH:12][CH:11]=1.[CH3:38][C:39]1[N:40]([C:44]2[CH:45]=[C:46]([CH:50]=[C:51]([C:53]([F:56])([F:55])[F:54])[CH:52]=2)[C:47](O)=[O:48])[CH:41]=[CH:42][N:43]=1, predict the reaction product. The product is: [CH3:8][O:9][C:10]1[CH:11]=[CH:12][C:13]([CH2:14][N:15]2[CH:19]=[C:18]([C:20]3[CH:21]=[C:22]4[N:27]([C:28]5[CH:29]=[C:30]([NH:31][C:47](=[O:48])[C:46]6[CH:50]=[C:51]([C:53]([F:54])([F:55])[F:56])[CH:52]=[C:44]([N:40]7[CH:41]=[CH:42][N:43]=[C:39]7[CH3:38])[CH:45]=6)[CH:32]=[CH:33][C:34]=5[CH3:35])[CH:26]=[CH:25][N:23]4[N:24]=3)[CH:17]=[N:16]2)=[CH:36][CH:37]=1. (5) Given the reactants [N:1]1([C:7]2[C:11]3[CH:12]=[CH:13][CH:14]=[CH:15][C:10]=3[S:9][N:8]=2)[CH2:6][CH2:5][NH:4][CH2:3][CH2:2]1.FC1C=CC(N2CCNCC2)=CC=1.[CH:29]1([CH2:32][CH2:33][NH:34][C:35]([C:37]2[N:38]=[N:39][C:40](Cl)=[CH:41][CH:42]=2)=[O:36])[CH2:31][CH2:30]1, predict the reaction product. The product is: [CH:29]1([CH2:32][CH2:33][NH:34][C:35]([C:37]2[N:38]=[N:39][C:40]([N:4]3[CH2:5][CH2:6][N:1]([C:7]4[C:11]5[CH:12]=[CH:13][CH:14]=[CH:15][C:10]=5[S:9][N:8]=4)[CH2:2][CH2:3]3)=[CH:41][CH:42]=2)=[O:36])[CH2:31][CH2:30]1.